This data is from Catalyst prediction with 721,799 reactions and 888 catalyst types from USPTO. The task is: Predict which catalyst facilitates the given reaction. (1) Reactant: C(=O)([O-])[O-].[K+].[K+].[CH3:7][O:8][C:9]1[C:23]([S:24]([CH3:33])(=[N:26]C(=O)C(F)(F)F)=[O:25])=[C:22]([C:34]([F:37])([F:36])[F:35])[CH:21]=[CH:20][C:10]=1[C:11]([NH:13][C:14]1[N:18]([CH3:19])[N:17]=[N:16][N:15]=1)=[O:12]. Product: [CH3:7][O:8][C:9]1[C:23]([S:24]([CH3:33])(=[NH:26])=[O:25])=[C:22]([C:34]([F:36])([F:35])[F:37])[CH:21]=[CH:20][C:10]=1[C:11]([NH:13][C:14]1[N:18]([CH3:19])[N:17]=[N:16][N:15]=1)=[O:12]. The catalyst class is: 5. (2) Reactant: [Br:1][C:2]1[C:10]2[N:9]=[N:8][N:7]([CH2:11][C:12]([CH3:15])([CH3:14])[CH3:13])[C:6]=2[CH:5]=[CH:4][C:3]=1[O:16]C.B(Br)(Br)Br.O. Product: [Br:1][C:2]1[C:10]2[N:9]=[N:8][N:7]([CH2:11][C:12]([CH3:14])([CH3:13])[CH3:15])[C:6]=2[CH:5]=[CH:4][C:3]=1[OH:16]. The catalyst class is: 4. (3) Reactant: [H-].[Na+].[Cl:3][C:4]1[CH:5]=[C:6]2[C:10](=[CH:11][CH:12]=1)[NH:9][CH:8]=[C:7]2[CH:13]=[O:14].[CH3:15][S:16](Cl)(=[O:18])=[O:17]. Product: [Cl:3][C:4]1[CH:5]=[C:6]2[C:10](=[CH:11][CH:12]=1)[N:9]([S:16]([CH3:15])(=[O:18])=[O:17])[CH:8]=[C:7]2[CH:13]=[O:14]. The catalyst class is: 49. (4) Reactant: [C:1]([OH:6])(=[O:5])[C:2]([OH:4])=[O:3].C(=O)(O)O.[NH2:11][NH:12][C:13]([NH2:15])=[NH:14].C(=O)=O. Product: [C:1]([O-:6])(=[O:5])[C:2]([O-:4])=[O:3].[NH2:11][NH:12][C:13]([NH2:15])=[NH2+:14].[NH2:11][NH:12][C:13]([NH2:15])=[NH2+:14]. The catalyst class is: 6. (5) Reactant: [Br:1][C:2]1[CH:7]=[CH:6][C:5]([F:8])=[C:4]([CH2:9]Br)[C:3]=1[Cl:11].[C-:12]#[N:13].[K+]. Product: [Br:1][C:2]1[C:3]([Cl:11])=[C:4]([CH2:9][C:12]#[N:13])[C:5]([F:8])=[CH:6][CH:7]=1. The catalyst class is: 40. (6) Reactant: [OH:1][C:2]1[C:7]([C:8]#[N:9])=[C:6]([CH3:10])[CH:5]=[C:4]([CH3:11])[N:3]=1.[CH2:12](Cl)[C:13]1[CH:18]=[CH:17][CH:16]=[CH:15][CH:14]=1. Product: [CH2:12]([O:1][C:2]1[C:7]([C:8]#[N:9])=[C:6]([CH3:10])[CH:5]=[C:4]([CH3:11])[N:3]=1)[C:13]1[CH:18]=[CH:17][CH:16]=[CH:15][CH:14]=1. The catalyst class is: 11.